The task is: Predict the reactants needed to synthesize the given product.. This data is from Full USPTO retrosynthesis dataset with 1.9M reactions from patents (1976-2016). (1) Given the product [NH2:1][CH:4]1[CH:10]([OH:11])[CH2:9][CH2:8][CH2:7][N:6]([C:12]([O:14][CH2:15][C:16]2[CH:21]=[CH:20][CH:19]=[CH:18][CH:17]=2)=[O:13])[CH2:5]1, predict the reactants needed to synthesize it. The reactants are: [N:1]([CH:4]1[CH:10]([OH:11])[CH2:9][CH2:8][CH2:7][N:6]([C:12]([O:14][CH2:15][C:16]2[CH:21]=[CH:20][CH:19]=[CH:18][CH:17]=2)=[O:13])[CH2:5]1)=[N+]=[N-].C1C=CC(P(C2C=CC=CC=2)C2C=CC=CC=2)=CC=1. (2) Given the product [F:15][C:16]1[CH:17]=[C:18]([C:23]2[O:27][N:26]=[C:25]([C:28]([N:10]3[CH2:9][C@H:8]([CH2:11][CH2:12][CH3:13])[NH:7][C:6](=[O:14])[C@@H:5]3[CH2:1][CH:2]([CH3:4])[CH3:3])=[O:29])[CH:24]=2)[CH:19]=[CH:20][C:21]=1[F:22], predict the reactants needed to synthesize it. The reactants are: [CH2:1]([C@@H:5]1[NH:10][CH2:9][C@H:8]([CH2:11][CH2:12][CH3:13])[NH:7][C:6]1=[O:14])[CH:2]([CH3:4])[CH3:3].[F:15][C:16]1[CH:17]=[C:18]([C:23]2[O:27][N:26]=[C:25]([C:28](O)=[O:29])[CH:24]=2)[CH:19]=[CH:20][C:21]=1[F:22].C([C@@H]1N(C(=O)/C=C/C2C=CC=CC=2)C[C@H](CC(C)C)NC1=O)C(C)C.